From a dataset of Full USPTO retrosynthesis dataset with 1.9M reactions from patents (1976-2016). Predict the reactants needed to synthesize the given product. (1) Given the product [Si:1]([N:8]1[CH2:13][CH2:12][N:11]([CH2:16][CH2:15][C:14]#[N:17])[CH2:10][CH2:9]1)([C:4]([CH3:7])([CH3:5])[CH3:6])([CH3:3])[CH3:2], predict the reactants needed to synthesize it. The reactants are: [Si:1]([N:8]1[CH2:13][CH2:12][NH:11][CH2:10][CH2:9]1)([C:4]([CH3:7])([CH3:6])[CH3:5])([CH3:3])[CH3:2].[C:14](#[N:17])[CH:15]=[CH2:16]. (2) Given the product [C:25]1([NH:24][C:2]2[C:11]3=[N:12][NH:13][CH:14]=[C:10]3[C:9]3[CH:8]=[CH:7][CH:6]=[CH:5][C:4]=3[N:3]=2)[CH:30]=[CH:29][CH:28]=[CH:27][CH:26]=1, predict the reactants needed to synthesize it. The reactants are: Cl[C:2]1[C:11]2=[N:12][N:13](CC3C=CC(OC)=CC=3)[CH:14]=[C:10]2[C:9]2[CH:8]=[CH:7][CH:6]=[CH:5][C:4]=2[N:3]=1.[NH2:24][C:25]1[CH:30]=[CH:29][CH:28]=[CH:27][CH:26]=1.Cl. (3) Given the product [Si:1]([O:8][CH2:9][C:10]1[CH:15]=[CH:14][CH:13]=[CH:12][C:11]=1[S:16][C:20]1[CH:21]=[N:22][CH:23]=[N:31][CH:19]=1)([C:4]([CH3:7])([CH3:6])[CH3:5])([CH3:3])[CH3:2], predict the reactants needed to synthesize it. The reactants are: [Si:1]([O:8][CH2:9][C:10]1[CH:15]=[CH:14][CH:13]=[CH:12][C:11]=1[SH:16])([C:4]([CH3:7])([CH3:6])[CH3:5])([CH3:3])[CH3:2].BrC1[CH:19]=[CH:20][CH:21]=[N:22][CH:23]=1.C(=O)([O-])[O-].[Cs+].[Cs+].C[N:31]1CCCC1=O. (4) Given the product [N:9]12[CH2:14][CH2:13][CH:12]([CH2:15][CH2:16]1)[C@@H:11]([O:17][C:18](=[O:27])[C:19]([CH:20]1[CH2:21][CH2:22][CH2:23][CH2:24][CH2:25]1)([OH:26])[C:1]1[CH:6]=[CH:5][CH:4]=[CH:3][CH:2]=1)[CH2:10]2, predict the reactants needed to synthesize it. The reactants are: [CH:1]1([Mg]Cl)[CH2:6][CH2:5][CH2:4][CH2:3][CH2:2]1.[N:9]12[CH2:16][CH2:15][CH:12]([CH2:13][CH2:14]1)[C@@H:11]([O:17][C:18](=[O:27])[C:19](=[O:26])[C:20]1[CH:25]=[CH:24][CH:23]=[CH:22][CH:21]=1)[CH2:10]2.[Cl-].[NH4+]. (5) Given the product [Br:15][C:11]1[CH:12]=[C:13]2[C:8](=[CH:9][CH:10]=1)[N:7]([CH2:16][C:17]1[CH:22]=[CH:21][CH:20]=[CH:19][CH:18]=1)[C:6]([CH2:4][OH:3])=[CH:14]2, predict the reactants needed to synthesize it. The reactants are: C([O:3][C:4]([C:6]1[N:7]([CH2:16][C:17]2[CH:22]=[CH:21][CH:20]=[CH:19][CH:18]=2)[C:8]2[C:13]([CH:14]=1)=[CH:12][C:11]([Br:15])=[CH:10][CH:9]=2)=O)C.[H-].[H-].[H-].[H-].[Li+].[Al+3].[NH4+].[Cl-].CCOCC. (6) The reactants are: COC1C=C(C=CC=1OC)C[NH:7][C:8]1[N:13]2[N:14]=[C:15]([C:17]3[O:18][CH:19]=[CH:20][CH:21]=3)[N:16]=[C:12]2[C:11]([CH2:22][N:23]2[CH2:28][CH2:27][N:26]([C:29]3[CH:34]=[CH:33][CH:32]=[CH:31][CH:30]=3)[CH2:25][CH2:24]2)=[CH:10][N:9]=1.C1(OC)C=CC=CC=1.FC(F)(F)S(O)(=O)=O.O. Given the product [NH2:7][C:8]1[N:13]2[N:14]=[C:15]([C:17]3[O:18][CH:19]=[CH:20][CH:21]=3)[N:16]=[C:12]2[C:11]([CH2:22][N:23]2[CH2:24][CH2:25][N:26]([C:29]3[CH:34]=[CH:33][CH:32]=[CH:31][CH:30]=3)[CH2:27][CH2:28]2)=[CH:10][N:9]=1, predict the reactants needed to synthesize it. (7) Given the product [CH2:21]1[CH2:20][CH2:19][CH:18]([N:17]=[C:16]=[N:15][CH:9]2[CH2:14][CH2:13][CH2:12][CH2:11][CH2:10]2)[CH2:23][CH2:22]1.[OH:1][N:2]1[C:6](=[O:7])[CH2:5][CH2:4][C:3]1=[O:8], predict the reactants needed to synthesize it. The reactants are: [OH:1][N:2]1[C:6](=[O:7])[CH2:5][CH2:4][C:3]1=[O:8].[CH:9]1([N:15]=[C:16]=[N:17][CH:18]2[CH2:23][CH2:22][CH2:21][CH2:20][CH2:19]2)[CH2:14][CH2:13][CH2:12][CH2:11][CH2:10]1. (8) Given the product [C:1]([O:6][CH2:7][CH2:8][OH:9])(=[O:5])[C:2]([CH3:4])=[CH2:3].[C:10]([OH:14])(=[O:13])[CH:11]=[CH2:12], predict the reactants needed to synthesize it. The reactants are: [C:1]([O:6][CH2:7][CH2:8][OH:9])(=[O:5])[C:2]([CH3:4])=[CH2:3].[C:10]([OH:14])(=[O:13])[CH:11]=[CH2:12].N(C(C1NCCN=1)(C)C)=NC(C1NCCN=1)(C)C.SCCO. (9) Given the product [Br:7][C:8]1[CH:13]=[C:12]([F:14])[CH:11]=[CH:10][C:9]=1[C:15]1([CH2:28][O:29][CH2:31][C:32]2[CH:33]=[C:34]([C:42]3[CH:47]=[CH:46][C:45]([C:48]#[N:49])=[CH:44][CH:43]=3)[CH:35]=[C:36]([C:38]([F:39])([F:40])[F:41])[CH:37]=2)[CH2:20][CH2:19][N:18]([C:21]([O:23][C:24]([CH3:25])([CH3:26])[CH3:27])=[O:22])[CH2:17][CH2:16]1, predict the reactants needed to synthesize it. The reactants are: CC(C)([O-])C.[K+].[Br:7][C:8]1[CH:13]=[C:12]([F:14])[CH:11]=[CH:10][C:9]=1[C:15]1([CH2:28][OH:29])[CH2:20][CH2:19][N:18]([C:21]([O:23][C:24]([CH3:27])([CH3:26])[CH3:25])=[O:22])[CH2:17][CH2:16]1.Br[CH2:31][C:32]1[CH:33]=[C:34]([C:42]2[CH:47]=[CH:46][C:45]([C:48]#[N:49])=[CH:44][CH:43]=2)[CH:35]=[C:36]([C:38]([F:41])([F:40])[F:39])[CH:37]=1.